From a dataset of Full USPTO retrosynthesis dataset with 1.9M reactions from patents (1976-2016). Predict the reactants needed to synthesize the given product. (1) Given the product [Br:6][C:7]1[CH:12]=[CH:11][C:10]([NH:13][C:14]2[C:22]([CH:23]([OH:24])[CH2:3][CH:2]=[CH2:1])=[C:21]3[N:17]([CH2:18][CH2:19][CH2:20]3)[C:16](=[O:25])[C:15]=2[F:26])=[C:9]([F:27])[CH:8]=1, predict the reactants needed to synthesize it. The reactants are: [CH2:1]([Mg]Br)[CH:2]=[CH2:3].[Br:6][C:7]1[CH:12]=[CH:11][C:10]([NH:13][C:14]2[C:22]([CH:23]=[O:24])=[C:21]3[N:17]([CH2:18][CH2:19][CH2:20]3)[C:16](=[O:25])[C:15]=2[F:26])=[C:9]([F:27])[CH:8]=1. (2) Given the product [CH:18]1([CH2:21][N:22]2[CH2:26][CH2:25][N:24]([C:27]3[S:28][C:29]([C:33]([NH:17][CH2:16][C:13]4[S:12][C:11]([CH3:10])=[N:15][CH:14]=4)=[O:34])=[C:30]([CH3:32])[N:31]=3)[C:23]2=[O:36])[CH2:19][CH2:20]1, predict the reactants needed to synthesize it. The reactants are: FC1C=C(CN)C=NC=1.[CH3:10][C:11]1[S:12][C:13]([CH2:16][NH2:17])=[CH:14][N:15]=1.[CH:18]1([CH2:21][N:22]2[CH2:26][CH2:25][N:24]([C:27]3[S:28][C:29]([C:33](O)=[O:34])=[C:30]([CH3:32])[N:31]=3)[C:23]2=[O:36])[CH2:20][CH2:19]1. (3) Given the product [N:50]([CH:6]1[C:5]2[C:22](=[CH:23][C:2]([F:1])=[CH:3][CH:4]=2)[O:21][C:8]2([CH2:13][CH2:12][N:11]([C:14]([O:16][C:17]([CH3:20])([CH3:19])[CH3:18])=[O:15])[CH2:10][CH2:9]2)[CH2:7]1)=[N+:51]=[N-:52], predict the reactants needed to synthesize it. The reactants are: [F:1][C:2]1[CH:23]=[C:22]2[C:5]([CH:6](O)[CH2:7][C:8]3([O:21]2)[CH2:13][CH2:12][N:11]([C:14]([O:16][C:17]([CH3:20])([CH3:19])[CH3:18])=[O:15])[CH2:10][CH2:9]3)=[CH:4][CH:3]=1.N12CCCN=C1CCCCC2.C1(P([N:50]=[N+:51]=[N-:52])(C2C=CC=CC=2)=O)C=CC=CC=1. (4) Given the product [NH2:4][C:5]1[CH:6]=[C:7]([N:11]2[C:16](=[O:17])[C:15]([CH2:18][C:19]3[CH:20]=[N:21][CH:22]=[CH:23][CH:24]=3)=[N:14][C:13]3[CH:25]=[CH:26][CH:27]=[N:28][C:12]2=3)[CH:8]=[CH:9][CH:10]=1, predict the reactants needed to synthesize it. The reactants are: C([NH:4][C:5]1[CH:6]=[C:7]([N:11]2[C:16](=[O:17])[C:15]([CH2:18][C:19]3[CH:20]=[N:21][CH:22]=[CH:23][CH:24]=3)=[N:14][C:13]3[CH:25]=[CH:26][CH:27]=[N:28][C:12]2=3)[CH:8]=[CH:9][CH:10]=1)(=O)C.C(=O)(O)[O-].[Na+]. (5) Given the product [NH2:17][C@@H:18]([O:28][C:29]([CH3:31])([CH3:30])[CH3:32])[C:19]([N:21]([CH3:27])[CH2:22][CH2:23][CH:24]([CH3:26])[CH3:25])=[O:20], predict the reactants needed to synthesize it. The reactants are: C1C2C(COC(=O)[NH:17][C@@H:18]([O:28][C:29]([CH3:32])([CH3:31])[CH3:30])[C:19]([N:21]([CH3:27])[CH2:22][CH2:23][CH:24]([CH3:26])[CH3:25])=[O:20])C3C(=CC=CC=3)C=2C=CC=1.CN(C=O)C. (6) Given the product [F:31][C:29]([F:32])([F:30])[CH2:28][CH2:27][S:24]([O:23][C:20]1[CH:21]=[CH:22][C:17]([N:9]2[C:10]([CH3:16])=[C:11]([C:13]([Cl:36])=[O:14])[N:12]=[C:8]2[C:3]2[CH:4]=[CH:5][CH:6]=[CH:7][C:2]=2[Cl:1])=[CH:18][CH:19]=1)(=[O:25])=[O:26], predict the reactants needed to synthesize it. The reactants are: [Cl:1][C:2]1[CH:7]=[CH:6][CH:5]=[CH:4][C:3]=1[C:8]1[N:9]([C:17]2[CH:22]=[CH:21][C:20]([O:23][S:24]([CH2:27][CH2:28][C:29]([F:32])([F:31])[F:30])(=[O:26])=[O:25])=[CH:19][CH:18]=2)[C:10]([CH3:16])=[C:11]([C:13](O)=[O:14])[N:12]=1.C(Cl)(=O)C([Cl:36])=O. (7) The reactants are: [NH2:1][C:2]1[N:7]([CH3:8])[C:6](=[O:9])[NH:5][C:4](=[O:10])[C:3]=1Br.Br[CH2:13][C:14]1[CH:19]=[CH:18][C:17]([C:20]([F:23])([F:22])[F:21])=[CH:16][CH:15]=1.C[N:25]1C(=O)CCC1. Given the product [NH2:1][C:2]1[N:7]([CH3:8])[C:6](=[O:9])[NH:5][C:4](=[O:10])[C:3]=1[NH:25][CH2:13][C:14]1[CH:19]=[CH:18][C:17]([C:20]([F:23])([F:22])[F:21])=[CH:16][CH:15]=1, predict the reactants needed to synthesize it. (8) Given the product [F:2][C:3]1[CH:21]=[CH:20][CH:19]=[CH:18][C:4]=1[O:5][C:6]1[CH:7]=[N:8][C:9]([N:12]2[CH2:13][CH2:14][N:15]([C:23]3[N:28]=[CH:27][N:26]=[C:25]([NH:29][C:30]4[CH:31]=[N:32][N:33]([CH2:35][C@H:36]5[O:41][CH2:40][CH2:39][N:38]([C:42]([O:44][C:45]([CH3:48])([CH3:47])[CH3:46])=[O:43])[CH2:37]5)[CH:34]=4)[N:24]=3)[CH2:16][CH2:17]2)=[N:10][CH:11]=1, predict the reactants needed to synthesize it. The reactants are: Cl.[F:2][C:3]1[CH:21]=[CH:20][CH:19]=[CH:18][C:4]=1[O:5][C:6]1[CH:7]=[N:8][C:9]([N:12]2[CH2:17][CH2:16][NH:15][CH2:14][CH2:13]2)=[N:10][CH:11]=1.Cl[C:23]1[N:28]=[CH:27][N:26]=[C:25]([NH:29][C:30]2[CH:31]=[N:32][N:33]([CH2:35][C@H:36]3[O:41][CH2:40][CH2:39][N:38]([C:42]([O:44][C:45]([CH3:48])([CH3:47])[CH3:46])=[O:43])[CH2:37]3)[CH:34]=2)[N:24]=1.C(N(C(C)C)CC)(C)C. (9) Given the product [CH:24]([O:15][CH:12]([CH3:11])[CH3:13])([CH3:25])[CH3:17].[NH2:27][C:25]([CH2:24][O:15][C:12]1[CH:13]=[CH:14][C:9]([B:4]2[O:3][C:2]([CH3:16])([CH3:1])[C:6]([CH3:7])([CH3:8])[O:5]2)=[CH:10][CH:11]=1)=[O:26], predict the reactants needed to synthesize it. The reactants are: [CH3:1][C:2]1([CH3:16])[C:6]([CH3:8])([CH3:7])[O:5][B:4]([C:9]2[CH:14]=[CH:13][C:12]([OH:15])=[CH:11][CH:10]=2)[O:3]1.[C:17](=O)([O-])[O-].[Cs+].[Cs+].Br[CH2:24][C:25]([NH2:27])=[O:26]. (10) Given the product [CH:1]1([CH2:4][NH:5][C:6]2[C:11]([NH2:12])=[CH:10][CH:9]=[CH:8][N:7]=2)[CH2:2][CH2:3]1, predict the reactants needed to synthesize it. The reactants are: [CH:1]1([CH2:4][NH:5][C:6]2[C:11]([N+:12]([O-])=O)=[CH:10][CH:9]=[CH:8][N:7]=2)[CH2:3][CH2:2]1.